Dataset: Full USPTO retrosynthesis dataset with 1.9M reactions from patents (1976-2016). Task: Predict the reactants needed to synthesize the given product. (1) Given the product [F:1][C:2]1[CH:32]=[CH:31][C:5]([CH2:6][N:7]2[C:12](=[O:13])[C:11]([C:14]3[NH:19][C:18]4[CH:20]=[CH:21][C:22]([NH:51][S:48]([CH3:47])(=[O:50])=[O:49])=[CH:23][C:17]=4[S:16](=[O:26])(=[O:25])[N:15]=3)=[C:10]([OH:27])[C:9]3=[CH:28][CH:29]=[CH:30][N:8]23)=[CH:4][CH:3]=1, predict the reactants needed to synthesize it. The reactants are: [F:1][C:2]1[CH:32]=[CH:31][C:5]([CH2:6][N:7]2[C:12](=[O:13])[C:11]([C:14]3[NH:19][C:18]4[CH:20]=[CH:21][C:22](I)=[CH:23][C:17]=4[S:16](=[O:26])(=[O:25])[N:15]=3)=[C:10]([OH:27])[C:9]3=[CH:28][CH:29]=[CH:30][N:8]23)=[CH:4][CH:3]=1.P([O-])([O-])([O-])=O.[K+].[K+].[K+].N(CC(O)=O)C.[CH3:47][S:48]([NH2:51])(=[O:50])=[O:49]. (2) Given the product [CH2:18]([O:25][C:26]1[CH:31]=[CH:30][C:29]([C:32]2[CH:36]=[C:35]([NH:37][C:15]([NH:16][C:7](=[O:8])[C:6]3[CH:10]=[CH:11][C:3]([C:2]([F:13])([F:12])[F:1])=[CH:4][CH:5]=3)=[S:14])[NH:34][N:33]=2)=[C:28]([F:38])[CH:27]=1)[C:19]1[CH:20]=[CH:21][CH:22]=[CH:23][CH:24]=1, predict the reactants needed to synthesize it. The reactants are: [F:1][C:2]([F:13])([F:12])[C:3]1[CH:11]=[CH:10][C:6]([C:7](Cl)=[O:8])=[CH:5][CH:4]=1.[S-:14][C:15]#[N:16].[K+].[CH2:18]([O:25][C:26]1[CH:31]=[CH:30][C:29]([C:32]2[CH:36]=[C:35]([NH2:37])[NH:34][N:33]=2)=[C:28]([F:38])[CH:27]=1)[C:19]1[CH:24]=[CH:23][CH:22]=[CH:21][CH:20]=1. (3) Given the product [CH3:1][O:2][C:3](=[O:15])[C:4](=[O:14])[CH:5]([Cl:13])[C:6]1[CH:11]=[CH:10][CH:9]=[CH:8][C:7]=1[F:16], predict the reactants needed to synthesize it. The reactants are: [CH3:1][O:2][C:3](=[O:15])[C:4](=[O:14])[CH:5]([Cl:13])[C:6]1[CH:11]=[CH:10][C:9](F)=[CH:8][CH:7]=1.[F:16]C1C=CC=CC=1C=O.FC1C=CC(C=O)=CC=1. (4) Given the product [CH2:39]([CH:28]([CH2:26][CH3:27])[CH2:29][C:30]1([C:36]([NH:1][CH:2]([CH2:12][C:13]2[CH:18]=[CH:17][CH:16]=[C:15]([O:19][C:20]([F:25])([F:24])[CH:21]([F:23])[F:22])[CH:14]=2)[CH:3]([C:5]2[CH:10]=[CH:9][C:8]([F:11])=[CH:7][CH:6]=2)[OH:4])=[O:37])[CH2:35][CH2:34][CH2:33][CH2:32][CH2:31]1)[CH3:40], predict the reactants needed to synthesize it. The reactants are: [NH2:1][CH:2]([CH2:12][C:13]1[CH:18]=[CH:17][CH:16]=[C:15]([O:19][C:20]([F:25])([F:24])[CH:21]([F:23])[F:22])[CH:14]=1)[CH:3]([C:5]1[CH:10]=[CH:9][C:8]([F:11])=[CH:7][CH:6]=1)[OH:4].[CH2:26]([CH:28]([CH2:39][CH3:40])[CH2:29][C:30]1([C:36](O)=[O:37])[CH2:35][CH2:34][CH2:33][CH2:32][CH2:31]1)[CH3:27].O.ON1C2C=CC=CC=2N=N1.Cl.C(N=C=NCCCN(C)C)C. (5) Given the product [CH3:26][O:27][C:28]1[C:29](=[O:52])[C:30]([CH3:51])=[C:31]([CH2:37][C:38]2[CH:39]=[CH:40][C:41]([O:47][CH:48]([CH3:49])[CH3:50])=[C:42]([CH:46]=2)[C:43]([NH:7][C:6]2[CH:8]=[CH:9][C:3]([O:2][CH3:1])=[CH:4][CH:5]=2)=[O:44])[C:32](=[O:36])[C:33]=1[O:34][CH3:35], predict the reactants needed to synthesize it. The reactants are: [CH3:1][O:2][C:3]1[CH:9]=[CH:8][C:6]([NH2:7])=[CH:5][CH:4]=1.C(N(CC)CC)C.[Cl-].ClC1N(C)CC[NH+]1C.[CH3:26][O:27][C:28]1[C:29](=[O:52])[C:30]([CH3:51])=[C:31]([CH2:37][C:38]2[CH:39]=[CH:40][C:41]([O:47][CH:48]([CH3:50])[CH3:49])=[C:42]([CH:46]=2)[C:43](O)=[O:44])[C:32](=[O:36])[C:33]=1[O:34][CH3:35]. (6) Given the product [NH2:28][CH2:27][CH2:26][C@H:25]([C:21]1[CH:20]=[C:19]([CH:24]=[CH:23][CH:22]=1)[O:18][CH2:17][CH:14]1[CH2:15][CH2:16][N:11]([C:8](=[O:10])[CH3:9])[CH2:12][CH2:13]1)[OH:36], predict the reactants needed to synthesize it. The reactants are: Cl.O1CCOCC1.[C:8]([N:11]1[CH2:16][CH2:15][CH:14]([CH2:17][O:18][C:19]2[CH:20]=[C:21]([C@H:25]([OH:36])[CH2:26][CH2:27][NH:28]C(=O)OC(C)(C)C)[CH:22]=[CH:23][CH:24]=2)[CH2:13][CH2:12]1)(=[O:10])[CH3:9].